Dataset: Reaction yield outcomes from USPTO patents with 853,638 reactions. Task: Predict the reaction yield, written as a fraction of the theoretical maximum amount of product (1.0 means a 100% yield; for example, 0.34 means a 34% yield). (1) The reactants are [Cl:1][C:2]1[CH:7]=[CH:6][CH:5]=[CH:4][C:3]=1[N:8]1[C:12](=[O:13])[C:11]([C:14]([O:16][CH2:17][CH3:18])=[O:15])=[CH:10][NH:9]1.F[C:20](F)(F)S(OC)(=O)=O. No catalyst specified. The product is [Cl:1][C:2]1[CH:7]=[CH:6][CH:5]=[CH:4][C:3]=1[N:8]1[C:12](=[O:13])[C:11]([C:14]([O:16][CH2:17][CH3:18])=[O:15])=[CH:10][N:9]1[CH3:20]. The yield is 0.810. (2) The reactants are Cl[C:2]1[N:10]2[CH:11]([C:14]3[CH:19]=[CH:18][CH:17]=[CH:16][N:15]=3)[CH2:12][O:13][C:8]3=[C:9]2[C:4](=[CH:5][CH:6]=[C:7]3[C:20]2[C:21]([CH3:26])=[N:22][O:23][C:24]=2[CH3:25])[N:3]=1.[Cl-].[CH3:28][Zn+]. The catalyst is C1COCC1.C1C=CC([P]([Pd]([P](C2C=CC=CC=2)(C2C=CC=CC=2)C2C=CC=CC=2)([P](C2C=CC=CC=2)(C2C=CC=CC=2)C2C=CC=CC=2)[P](C2C=CC=CC=2)(C2C=CC=CC=2)C2C=CC=CC=2)(C2C=CC=CC=2)C2C=CC=CC=2)=CC=1. The product is [CH3:26][C:21]1[C:20]([C:7]2[C:8]3[O:13][CH2:12][CH:11]([C:14]4[CH:19]=[CH:18][CH:17]=[CH:16][N:15]=4)[N:10]4[C:2]([CH3:28])=[N:3][C:4]([C:9]=34)=[CH:5][CH:6]=2)=[C:24]([CH3:25])[O:23][N:22]=1. The yield is 0.490. (3) The reactants are [OH:1][C:2]1[CH:3]=[C:4]([C:8]2[N:9]=[C:10]3[C:16]([C:17](=[O:22])[C:18]([CH3:21])([CH3:20])[CH3:19])=[CH:15][N:14]([CH2:23][O:24][CH2:25][CH2:26][Si:27]([CH3:30])([CH3:29])[CH3:28])[C:11]3=[N:12][CH:13]=2)[CH:5]=[CH:6][CH:7]=1.C(N(C(C)C)CC)(C)C.[F:40][C:41]([F:72])([F:71])[C:42]([F:70])([F:69])[C:43]([F:68])([F:67])[C:44]([F:66])([F:65])[S:45](O[S:45]([C:44]([F:66])([F:65])[C:43]([F:67])([F:68])[C:42]([F:69])([F:70])[C:41]([F:40])([F:71])[F:72])(=[O:46])=[O:47])(=[O:47])=[O:46]. The catalyst is CN(C)C1C=CN=CC=1.ClCCl. The product is [CH3:19][C:18]([CH3:21])([CH3:20])[C:17]([C:16]1[C:10]2[C:11](=[N:12][CH:13]=[C:8]([C:4]3[CH:3]=[C:2]([O:1][S:45]([C:44]([F:65])([F:66])[C:43]([F:67])([F:68])[C:42]([F:69])([F:70])[C:41]([F:72])([F:71])[F:40])(=[O:47])=[O:46])[CH:7]=[CH:6][CH:5]=3)[N:9]=2)[N:14]([CH2:23][O:24][CH2:25][CH2:26][Si:27]([CH3:29])([CH3:28])[CH3:30])[CH:15]=1)=[O:22]. The yield is 0.820. (4) The reactants are [C:1]([C:3]1[CH:4]=[N:5][CH:6]=[C:7]([CH:20]=1)[C:8]([N:10]=[S@@:11]([CH3:19])(=[O:18])[C:12]1[CH:17]=[CH:16][CH:15]=[CH:14][CH:13]=1)=[O:9])#[CH:2].I[C:22]1[CH:27]=[CH:26][C:25]([OH:28])=[CH:24][CH:23]=1.C(N(CC)CC)C. The catalyst is Cl[Pd](Cl)([P](C1C=CC=CC=1)(C1C=CC=CC=1)C1C=CC=CC=1)[P](C1C=CC=CC=1)(C1C=CC=CC=1)C1C=CC=CC=1.[Cu]I.CN(C=O)C. The product is [OH:28][C:25]1[CH:26]=[CH:27][C:22]([C:2]#[C:1][C:3]2[CH:4]=[N:5][CH:6]=[C:7]([CH:20]=2)[C:8]([N:10]=[S@@:11]([CH3:19])(=[O:18])[C:12]2[CH:13]=[CH:14][CH:15]=[CH:16][CH:17]=2)=[O:9])=[CH:23][CH:24]=1. The yield is 0.450. (5) The yield is 0.564. The product is [Cl:27][CH2:28][CH2:29][CH2:30][CH2:31][CH2:32][CH2:33][O:34][CH2:35][CH2:36][O:37][CH2:38][CH2:39][NH:40][C:13]([C:12]1[CH:11]=[C:10]([CH:25]=[CH:24][CH:23]=1)[CH2:9][NH:8][C:6](=[O:7])[O:5][C:1]([CH3:2])([CH3:3])[CH3:4])=[O:15]. The catalyst is CN(C=O)C.C(Cl)Cl. The reactants are [C:1]([O:5][C:6]([NH:8][CH2:9][C:10]1[CH:11]=[C:12]([CH:23]=[CH:24][CH:25]=1)[C:13]([O:15]N1C(=O)CCC1=O)=O)=[O:7])([CH3:4])([CH3:3])[CH3:2].Cl.[Cl:27][CH2:28][CH2:29][CH2:30][CH2:31][CH2:32][CH2:33][O:34][CH2:35][CH2:36][O:37][CH2:38][CH2:39][NH2:40].C(N(CC)C(C)C)(C)C. (6) The reactants are Cl[C:2]1[C:3]2[S:10][C:9]([I:11])=[CH:8][C:4]=2[N:5]=[CH:6][N:7]=1.[CH3:12][O:13][C:14]1[CH:15]=[C:16]([CH:19]=[CH:20][C:21]=1[O:22][CH3:23])[CH2:17][NH2:18].CC(O)C. The catalyst is Cl.CCOC(C)=O. The product is [CH3:12][O:13][C:14]1[CH:15]=[C:16]([CH:19]=[CH:20][C:21]=1[O:22][CH3:23])[CH2:17][NH:18][C:2]1[C:3]2[S:10][C:9]([I:11])=[CH:8][C:4]=2[N:5]=[CH:6][N:7]=1. The yield is 0.270. (7) The reactants are F[C:2]1[CH:9]=[CH:8][C:5]([C:6]#[N:7])=[CH:4][C:3]=1[CH3:10].[NH:11]1[CH2:16][CH2:15][NH:14][CH2:13][CH2:12]1.O. The catalyst is CS(C)=O. The product is [CH3:10][C:3]1[CH:4]=[C:5]([CH:8]=[CH:9][C:2]=1[N:11]1[CH2:16][CH2:15][NH:14][CH2:13][CH2:12]1)[C:6]#[N:7]. The yield is 0.696. (8) The reactants are [CH2:1]([N:3]([CH2:36][CH3:37])[C:4](=[O:35])[C:5]1[CH:10]=[CH:9][C:8]([CH:11]([N:21]2[CH2:26][CH2:25][N:24]([CH2:27][C:28]3[CH:33]=[CH:32][C:31]([F:34])=[CH:30][CH:29]=3)[CH2:23][CH2:22]2)[C:12]2[CH:17]=[CH:16][CH:15]=[C:14]([N+:18]([O-])=O)[CH:13]=2)=[CH:7][CH:6]=1)[CH3:2].O. The catalyst is [Pt].C(O)(C)C. The product is [NH2:18][C:14]1[CH:13]=[C:12]([CH:11]([N:21]2[CH2:26][CH2:25][N:24]([CH2:27][C:28]3[CH:29]=[CH:30][C:31]([F:34])=[CH:32][CH:33]=3)[CH2:23][CH2:22]2)[C:8]2[CH:7]=[CH:6][C:5]([C:4]([N:3]([CH2:36][CH3:37])[CH2:1][CH3:2])=[O:35])=[CH:10][CH:9]=2)[CH:17]=[CH:16][CH:15]=1. The yield is 1.01. (9) The reactants are [C:1]([O:5][C:6]1[CH:11]=[CH:10][C:9]([OH:12])=[CH:8][CH:7]=1)([CH3:4])([CH3:3])[CH3:2].[O:13]([CH2:21][CH2:22]O)[Si:14]([C:17]([CH3:20])([CH3:19])[CH3:18])([CH3:16])[CH3:15].C1C=CC(P(C2C=CC=CC=2)C2C=CC=CC=2)=CC=1.CC(OC(/N=N/C(OC(C)C)=O)=O)C. The catalyst is C1(C)C=CC=CC=1. The product is [C:1]([O:5][C:6]1[CH:7]=[CH:8][C:9]([O:12][CH2:22][CH2:21][O:13][Si:14]([C:17]([CH3:20])([CH3:19])[CH3:18])([CH3:16])[CH3:15])=[CH:10][CH:11]=1)([CH3:4])([CH3:2])[CH3:3]. The yield is 0.870. (10) The reactants are C([O:3][C:4](=O)[NH:5][CH2:6][CH2:7][C:8]1[S:9][CH:10]=[CH:11][CH:12]=1)C.O=P12OP3(OP(OP(O3)(O1)=O)(=O)O2)=O. The catalyst is O=P(Cl)(Cl)Cl. The product is [S:9]1[C:8]2[CH2:7][CH2:6][NH:5][C:4](=[O:3])[C:12]=2[CH:11]=[CH:10]1. The yield is 0.335.